From a dataset of NCI-60 drug combinations with 297,098 pairs across 59 cell lines. Regression. Given two drug SMILES strings and cell line genomic features, predict the synergy score measuring deviation from expected non-interaction effect. Drug 1: C1CCN(CC1)CCOC2=CC=C(C=C2)C(=O)C3=C(SC4=C3C=CC(=C4)O)C5=CC=C(C=C5)O. Drug 2: CC1=C(C=C(C=C1)NC(=O)C2=CC=C(C=C2)CN3CCN(CC3)C)NC4=NC=CC(=N4)C5=CN=CC=C5. Cell line: OVCAR-4. Synergy scores: CSS=1.02, Synergy_ZIP=-0.326, Synergy_Bliss=-0.752, Synergy_Loewe=-3.44, Synergy_HSA=-3.31.